From a dataset of CYP2D6 inhibition data for predicting drug metabolism from PubChem BioAssay. Regression/Classification. Given a drug SMILES string, predict its absorption, distribution, metabolism, or excretion properties. Task type varies by dataset: regression for continuous measurements (e.g., permeability, clearance, half-life) or binary classification for categorical outcomes (e.g., BBB penetration, CYP inhibition). Dataset: cyp2d6_veith. (1) The molecule is COc1ccccc1CN1CCCC2(CCN(C(=O)c3ccncc3)CC2)C1. The result is 1 (inhibitor). (2) The result is 0 (non-inhibitor). The compound is CCc1ccc(N(C(=O)c2snc(C(N)=O)c2N)C(C(=O)NCCC(C)C)c2c[nH]c3ccccc23)cc1. (3) The drug is CO[C@@H](NC(N)=O)C(=O)O. The result is 0 (non-inhibitor). (4) The compound is CC(=O)C[C@H](O)[C@@H](NC(=O)OC(C)(C)C)C(C)C. The result is 0 (non-inhibitor). (5) The molecule is O=C1CCCc2ccccc2N1Cc1ccccc1Cl. The result is 0 (non-inhibitor). (6) The compound is COC(=O)[C@@H]1C[C@H]1[C@@H](NC(=O)c1ccccc1)c1ccccc1. The result is 0 (non-inhibitor). (7) The molecule is CCOc1ccc(C(F)(F)F)cc1NC(=O)c1ccc(OC)c([N+](=O)[O-])c1. The result is 0 (non-inhibitor).